From a dataset of Rat liver microsome stability data. Regression/Classification. Given a drug SMILES string, predict its absorption, distribution, metabolism, or excretion properties. Task type varies by dataset: regression for continuous measurements (e.g., permeability, clearance, half-life) or binary classification for categorical outcomes (e.g., BBB penetration, CYP inhibition). Dataset: rlm. (1) The molecule is O=C(NCCCn1ccnc1)c1nc(-c2ccccc2)cc2[nH]ccc12. The result is 0 (unstable in rat liver microsomes). (2) The drug is COc1ccc(C(=O)N2CCN(c3cnccn3)CC2)cc1C#Cc1ccccc1. The result is 1 (stable in rat liver microsomes). (3) The drug is Cc1nn(CCc2nc(-c3ccc(OC(F)F)cc3)cs2)c2nc(O)cc(C(F)(F)F)c12. The result is 1 (stable in rat liver microsomes). (4) The molecule is O=C(Nc1ccc(Cl)c(S(=O)(=O)N2CCOCC2)c1)c1ccc(S(=O)(=O)N2CCOCC2)cc1. The result is 1 (stable in rat liver microsomes). (5) The drug is c1cc(OCCN2CCCCC2)cc(-c2[nH]nc3ccc(-c4nc[nH]n4)cc23)c1. The result is 0 (unstable in rat liver microsomes). (6) The compound is COc1cc(N2CCN(C3CCN(c4cccc5c(OC)cc(C(F)(F)F)nc45)CC3)CC2)c2ncccc2c1. The result is 1 (stable in rat liver microsomes). (7) The compound is COc1ccc(-c2c(C)c(C(=O)Nc3cccc(C)n3)nn2C)cc1. The result is 0 (unstable in rat liver microsomes).